Dataset: Forward reaction prediction with 1.9M reactions from USPTO patents (1976-2016). Task: Predict the product of the given reaction. (1) Given the reactants [Cl:1][C:2]1[CH:7]=[C:6]([Cl:8])[CH:5]=[CH:4][C:3]=1[C:9]1[N:14]2[N:15]=[C:16]([CH3:23])[C:17](C(OCC)=O)=[C:13]2[CH:12]=[CH:11][C:10]=1[CH3:24].[OH-].[Na+].C([O-])(O)=O.[Na+], predict the reaction product. The product is: [Cl:1][C:2]1[CH:7]=[C:6]([Cl:8])[CH:5]=[CH:4][C:3]=1[C:9]1[N:14]2[N:15]=[C:16]([CH3:23])[CH:17]=[C:13]2[CH:12]=[CH:11][C:10]=1[CH3:24]. (2) Given the reactants Cl.[F:2][CH2:3][C:4]([C:8]1[CH:9]=[C:10]([NH:20][C:21]([NH:23][C:24]2[C:25]([CH3:36])=[N:26][C:27]([N:30]3[CH2:35][CH2:34][NH:33][CH2:32][CH2:31]3)=[CH:28][CH:29]=2)=[O:22])[N:11]([C:13]2[CH:18]=[CH:17][C:16]([CH3:19])=[CH:15][CH:14]=2)[N:12]=1)([CH2:6][F:7])[CH3:5].[F:37][C:38]1[CH:46]=[CH:45][CH:44]=[C:43]([F:47])[C:39]=1[C:40](Cl)=[O:41].C(N(CC)CC)C, predict the reaction product. The product is: [F:37][C:38]1[CH:46]=[CH:45][CH:44]=[C:43]([F:47])[C:39]=1[C:40]([N:33]1[CH2:32][CH2:31][N:30]([C:27]2[N:26]=[C:25]([CH3:36])[C:24]([NH:23][C:21]([NH:20][C:10]3[N:11]([C:13]4[CH:14]=[CH:15][C:16]([CH3:19])=[CH:17][CH:18]=4)[N:12]=[C:8]([C:4]([CH2:6][F:7])([CH3:5])[CH2:3][F:2])[CH:9]=3)=[O:22])=[CH:29][CH:28]=2)[CH2:35][CH2:34]1)=[O:41]. (3) Given the reactants [OH:1][C:2]1[C:9]([O:10][CH2:11][CH2:12][O:13][CH2:14][CH2:15][O:16][CH3:17])=[CH:8][CH:7]=[CH:6][C:3]=1[C:4]#[N:5].[CH3:18][CH2:19][OH:20].[ClH:21], predict the reaction product. The product is: [ClH:21].[OH:1][C:2]1[C:9]([O:10][CH2:11][CH2:12][O:13][CH2:14][CH2:15][O:16][CH3:17])=[CH:8][CH:7]=[CH:6][C:3]=1[C:4](=[NH:5])[O:20][CH2:19][CH3:18]. (4) Given the reactants [CH2:1]([O:8][C:9]([C:11]1[N:12]=[C:13]([C:42]([F:45])([F:44])[F:43])[N:14]2[CH2:19][CH2:18][N:17]([C:20](=[O:41])[CH2:21][C@H:22]([NH:33]C(OC(C)(C)C)=O)[CH2:23][C:24]3[CH:29]=[C:28]([F:30])[C:27]([F:31])=[CH:26][C:25]=3[F:32])[CH2:16][C:15]=12)=[O:10])[C:2]1[CH:7]=[CH:6][CH:5]=[CH:4][CH:3]=1.[ClH:46], predict the reaction product. The product is: [ClH:46].[CH2:1]([O:8][C:9]([C:11]1[N:12]=[C:13]([C:42]([F:44])([F:45])[F:43])[N:14]2[CH2:19][CH2:18][N:17]([C:20](=[O:41])[CH2:21][C@H:22]([NH2:33])[CH2:23][C:24]3[CH:29]=[C:28]([F:30])[C:27]([F:31])=[CH:26][C:25]=3[F:32])[CH2:16][C:15]=12)=[O:10])[C:2]1[CH:3]=[CH:4][CH:5]=[CH:6][CH:7]=1. (5) Given the reactants [CH3:1][N:2]1[CH2:15][CH2:14][C:5]2[NH:6][C:7]3[CH:8]=[CH:9][C:10]([CH3:13])=[CH:11][C:12]=3[C:4]=2[CH2:3]1.[OH-].[K+].[CH3:18][C:19]1[CH:23]=[CH:22][S:21][C:20]=1[CH:24]=[CH2:25], predict the reaction product. The product is: [CH3:1][N:2]1[CH:15]=[CH:14][C:5]2[N:6]([CH2:25][CH2:24][C:20]3[S:21][CH:22]=[CH:23][C:19]=3[CH3:18])[C:7]3[CH:8]=[CH:9][C:10]([CH3:13])=[CH:11][C:12]=3[C:4]=2[CH2:3]1. (6) Given the reactants C[O:2][C:3](=[O:29])[C:4]1[C:9]([CH3:10])=[C:8]([C:11]2[N:15]=[C:14]([C:16]3[CH:21]=[CH:20][C:19]([Cl:22])=[CH:18][CH:17]=3)[O:13][N:12]=2)[CH:7]=[C:6]([C:23]([CH3:26])([CH3:25])[CH3:24])[C:5]=1[O:27]C.B(Cl)(Cl)Cl.O.[OH-].[Li+], predict the reaction product. The product is: [C:23]([C:6]1[C:5]([OH:27])=[C:4]([C:9]([CH3:10])=[C:8]([C:11]2[N:15]=[C:14]([C:16]3[CH:17]=[CH:18][C:19]([Cl:22])=[CH:20][CH:21]=3)[O:13][N:12]=2)[CH:7]=1)[C:3]([OH:29])=[O:2])([CH3:26])([CH3:25])[CH3:24].